From a dataset of Aqueous solubility values for 9,982 compounds from the AqSolDB database. Regression/Classification. Given a drug SMILES string, predict its absorption, distribution, metabolism, or excretion properties. Task type varies by dataset: regression for continuous measurements (e.g., permeability, clearance, half-life) or binary classification for categorical outcomes (e.g., BBB penetration, CYP inhibition). For this dataset (solubility_aqsoldb), we predict Y. (1) The drug is CNC(=O)Sc1ccc(OS(C)(=O)=O)cc1. The Y is -2.74 log mol/L. (2) The molecule is C=CCC1(CC(C)C)C(=O)NC(=O)NC1=O. The Y is -2.12 log mol/L.